From a dataset of Catalyst prediction with 721,799 reactions and 888 catalyst types from USPTO. Predict which catalyst facilitates the given reaction. (1) Reactant: [F:1][C:2]1[CH:7]=[CH:6][C:5]([C:8]2[C:13]([C:14]3[CH:19]=[CH:18][N:17]=[CH:16][CH:15]=3)=[CH:12][C:11]([C:20]#[N:21])=[C:10](O)[N:9]=2)=[CH:4][CH:3]=1.O=P(Cl)(Cl)[Cl:25].N. Product: [Cl:25][C:10]1[N:9]=[C:8]([C:5]2[CH:6]=[CH:7][C:2]([F:1])=[CH:3][CH:4]=2)[C:13]([C:14]2[CH:19]=[CH:18][N:17]=[CH:16][CH:15]=2)=[CH:12][C:11]=1[C:20]#[N:21]. The catalyst class is: 3. (2) Reactant: [NH:1]1[C:5]2[CH:6]=[CH:7][CH:8]=[CH:9][C:4]=2[N:3]=[C:2]1[C:10]1[C:18]2[C:13](=[CH:14][C:15]([C:19]([OH:21])=O)=[CH:16][CH:17]=2)[NH:12][N:11]=1.[NH2:22][C:23]1[CH:28]=[CH:27][C:26]([OH:29])=[CH:25][CH:24]=1.CN(C(ON1N=NC2C=CC=NC1=2)=[N+](C)C)C.F[P-](F)(F)(F)(F)F. Product: [NH:3]1[C:4]2[CH:9]=[CH:8][CH:7]=[CH:6][C:5]=2[N:1]=[C:2]1[C:10]1[C:18]2[C:13](=[CH:14][C:15]([C:19]([NH:22][C:23]3[CH:28]=[CH:27][C:26]([OH:29])=[CH:25][CH:24]=3)=[O:21])=[CH:16][CH:17]=2)[NH:12][N:11]=1. The catalyst class is: 289. (3) Reactant: C(N(C(C)C)C(C)C)C.[F:10][C:11]1[CH:16]=[CH:15][CH:14]=[CH:13][C:12]=1[N:17]1[C:25]2[C:20](=[C:21]([N:26]3[CH2:33][CH:32]4[CH:28]([CH2:29][NH:30][CH2:31]4)[C:27]3=[O:34])[CH:22]=[CH:23][CH:24]=2)[CH:19]=[N:18]1.[C:35](Cl)(=[O:37])[CH3:36]. Product: [C:35]([N:30]1[CH2:31][C@@H:32]2[CH2:33][N:26]([C:21]3[CH:22]=[CH:23][CH:24]=[C:25]4[C:20]=3[CH:19]=[N:18][N:17]4[C:12]3[CH:13]=[CH:14][CH:15]=[CH:16][C:11]=3[F:10])[C:27](=[O:34])[C@H:28]2[CH2:29]1)(=[O:37])[CH3:36]. The catalyst class is: 2. (4) Reactant: [CH3:1][O:2][C:3](=[O:11])[C:4]1[CH:9]=[CH:8][CH:7]=[N:6][C:5]=1Cl.[NH2:12][CH2:13][C:14]1[CH:19]=[CH:18][N:17]=[CH:16][CH:15]=1.C(OCC)(=O)C. Product: [CH3:1][O:2][C:3](=[O:11])[C:4]1[CH:9]=[CH:8][CH:7]=[N:6][C:5]=1[NH:12][CH2:13][C:14]1[CH:19]=[CH:18][N:17]=[CH:16][CH:15]=1. The catalyst class is: 389. (5) Reactant: [CH3:1][O:2][C:3]1[CH:8]=[CH:7][C:6]([C:9]2[C:17]3[C:16]([NH:18][C:19]4[CH:20]=[C:21]([CH:26]=[CH:27][CH:28]=4)[O:22][CH2:23][C:24]#[N:25])=[N:15][CH:14]=[N:13][C:12]=3[O:11][C:10]=2[C:29]2[CH:34]=[CH:33][CH:32]=[CH:31][CH:30]=2)=[CH:5][CH:4]=1.C[Si]([N:39]=[N+:40]=[N-:41])(C)C.C([Sn](=O)CCCC)CCC. Product: [CH3:1][O:2][C:3]1[CH:4]=[CH:5][C:6]([C:9]2[C:17]3[C:16]([NH:18][C:19]4[CH:28]=[CH:27][CH:26]=[C:21]([O:22][CH2:23][C:24]5[NH:41][N:40]=[N:39][N:25]=5)[CH:20]=4)=[N:15][CH:14]=[N:13][C:12]=3[O:11][C:10]=2[C:29]2[CH:34]=[CH:33][CH:32]=[CH:31][CH:30]=2)=[CH:7][CH:8]=1. The catalyst class is: 11. (6) Reactant: [CH:1]1[C:10]2[C:5](=[CH:6][CH:7]=[CH:8][CH:9]=2)[CH:4]=[CH:3][C:2]=1[C:11]1[C:15]2=[N:16][C:17]([C:20]#[N:21])=[CH:18][CH:19]=[C:14]2[N:13](C(C2C=CC=CC=2)(C2C=CC=CC=2)C2C=CC=CC=2)[N:12]=1.FC(F)(F)C(O)=O.C(=O)([O-])O.[Na+]. Product: [CH:1]1[C:10]2[C:5](=[CH:6][CH:7]=[CH:8][CH:9]=2)[CH:4]=[CH:3][C:2]=1[C:11]1[C:15]2=[N:16][C:17]([C:20]#[N:21])=[CH:18][CH:19]=[C:14]2[NH:13][N:12]=1. The catalyst class is: 4. (7) Reactant: [Cl:1][C:2]1[C:3]([NH:20][C:21]2[CH:25]=[C:24]([CH:26]3[CH2:28][CH2:27]3)[NH:23][N:22]=2)=[N:4][C:5]([C:8]2[S:12][C:11]([C:13](=[O:19])[C:14]([O:16]CC)=[O:15])=[CH:10][CH:9]=2)=[N:6][CH:7]=1.[OH-].[Na+]. Product: [Cl:1][C:2]1[C:3]([NH:20][C:21]2[CH:25]=[C:24]([CH:26]3[CH2:28][CH2:27]3)[NH:23][N:22]=2)=[N:4][C:5]([C:8]2[S:12][C:11]([C:13](=[O:19])[C:14]([OH:16])=[O:15])=[CH:10][CH:9]=2)=[N:6][CH:7]=1. The catalyst class is: 8.